Dataset: hERG channel blocking data for cardiac toxicity assessment. Task: Regression/Classification. Given a drug SMILES string, predict its toxicity properties. Task type varies by dataset: regression for continuous values (e.g., LD50, hERG inhibition percentage) or binary classification for toxic/non-toxic outcomes (e.g., AMES mutagenicity, cardiotoxicity, hepatotoxicity). Dataset: herg. The result is 1 (blocker). The molecule is CC(C)Oc1cc([C@H](C2=CN[C@@H](C(O)(C(F)(F)F)C(F)(F)F)S2)c2cc[n+]([O-])cc2)ccc1OC(F)F.